This data is from Reaction yield outcomes from USPTO patents with 853,638 reactions. The task is: Predict the reaction yield, written as a fraction of the theoretical maximum amount of product (1.0 means a 100% yield; for example, 0.34 means a 34% yield). (1) The reactants are [F:1][C:2]1[CH:3]=[C:4]([NH:9][C:10]2[N:18]=[CH:17][C:16]([F:19])=[CH:15][C:11]=2[C:12]([OH:14])=O)[CH:5]=[CH:6][C:7]=1[F:8].[NH2:20][C@@H:21]1[CH2:25][CH2:24][N:23]([C:26]([O:28][C:29]([CH3:32])([CH3:31])[CH3:30])=[O:27])[CH2:22]1.CN(C(ON1N=NC2C=CC=NC1=2)=[N+](C)C)C.F[P-](F)(F)(F)(F)F.C1C=NC2N(O)N=NC=2C=1.CCN(C(C)C)C(C)C. The yield is 0.620. The product is [F:1][C:2]1[CH:3]=[C:4]([NH:9][C:10]2[C:11]([C:12]([NH:20][C@@H:21]3[CH2:25][CH2:24][N:23]([C:26]([O:28][C:29]([CH3:32])([CH3:31])[CH3:30])=[O:27])[CH2:22]3)=[O:14])=[CH:15][C:16]([F:19])=[CH:17][N:18]=2)[CH:5]=[CH:6][C:7]=1[F:8]. The catalyst is C(Cl)Cl. (2) The product is [Cl:1][C:2]1[C:3]([O:12][C:13]2[CH:18]=[C:17]([O:19][CH2:20][CH2:21][O:22][CH3:23])[CH:16]=[CH:15][C:14]=2[CH2:24][CH2:25][C:26]([NH:36][S:33]([CH2:32][CH2:31][CH:30]([CH3:37])[CH3:29])(=[O:35])=[O:34])=[O:28])=[N:4][CH:5]=[C:6]([C:8]([F:9])([F:10])[F:11])[CH:7]=1. The reactants are [Cl:1][C:2]1[C:3]([O:12][C:13]2[CH:18]=[C:17]([O:19][CH2:20][CH2:21][O:22][CH3:23])[CH:16]=[CH:15][C:14]=2[CH2:24][CH2:25][C:26]([OH:28])=O)=[N:4][CH:5]=[C:6]([C:8]([F:11])([F:10])[F:9])[CH:7]=1.[CH3:29][CH:30]([CH3:37])[CH2:31][CH2:32][S:33]([NH2:36])(=[O:35])=[O:34].N12CCCN=C1CCCCC2. The yield is 0.220. The catalyst is O1CCCC1. (3) The reactants are [OH:1][B:2]1[C:6]2[CH:7]=[C:8]([OH:12])[CH:9]=[C:10]([CH3:11])[C:5]=2[CH:4]([CH2:13][C:14]([O:16][CH2:17][CH3:18])=[O:15])[O:3]1.Cl[C:20]1[CH:21]=[C:22]([CH:25]=[CH:26][N:27]=1)[C:23]#[N:24].C(=O)([O-])[O-].[Cs+].[Cs+]. The catalyst is CN(C=O)C. The product is [C:23]([C:22]1[CH:25]=[CH:26][N:27]=[C:20]([O:12][C:8]2[CH:9]=[C:10]([CH3:11])[C:5]3[CH:4]([CH2:13][C:14]([O:16][CH2:17][CH3:18])=[O:15])[O:3][B:2]([OH:1])[C:6]=3[CH:7]=2)[CH:21]=1)#[N:24]. The yield is 0.560. (4) The yield is 0.510. The catalyst is C(Cl)Cl. The product is [F:20][C:21]1[CH:29]=[CH:28][CH:27]=[C:26]([F:30])[C:22]=1[C:23]([NH:17][C:14]1[CH:13]=[CH:12][C:11]([C:9]2[C:8]([CH3:18])=[CH:7][C:4]3[O:5][CH2:6][C:2]([CH3:19])([CH3:1])[C:3]=3[CH:10]=2)=[CH:16][N:15]=1)=[O:24]. The reactants are [CH3:1][C:2]1([CH3:19])[CH2:6][O:5][C:4]2[CH:7]=[C:8]([CH3:18])[C:9]([C:11]3[CH:12]=[CH:13][C:14]([NH2:17])=[N:15][CH:16]=3)=[CH:10][C:3]1=2.[F:20][C:21]1[CH:29]=[CH:28][CH:27]=[C:26]([F:30])[C:22]=1[C:23](Cl)=[O:24].CCN(C(C)C)C(C)C.C([O-])(O)=O.[Na+].C(Cl)Cl. (5) The reactants are [CH:1]([C:3]1[CH:4]=[CH:5][C:6]([N+:22]([O-])=O)=[C:7]([NH:9][CH:10]2[CH2:15][CH2:14][N:13]([CH:16]3[CH2:21][CH2:20][O:19][CH2:18][CH2:17]3)[CH2:12][CH2:11]2)[CH:8]=1)=[CH2:2].N#N. The catalyst is CO.[Pd]. The product is [NH2:22][C:6]1[CH:5]=[CH:4][C:3]([CH2:1][CH3:2])=[CH:8][C:7]=1[NH:9][CH:10]1[CH2:11][CH2:12][N:13]([CH:16]2[CH2:17][CH2:18][O:19][CH2:20][CH2:21]2)[CH2:14][CH2:15]1. The yield is 0.660. (6) The reactants are [CH2:1]([C@H:8]([NH:20]C(=O)OC(C)(C)C)[C@H:9]([OH:19])[CH2:10][NH:11][O:12][CH:13]1[CH2:18][CH2:17][CH2:16][CH2:15][CH2:14]1)[C:2]1[CH:7]=[CH:6][CH:5]=[CH:4][CH:3]=1. The catalyst is FC(F)(F)C(O)=O. The product is [NH2:20][C@@H:8]([CH2:1][C:2]1[CH:7]=[CH:6][CH:5]=[CH:4][CH:3]=1)[C@H:9]([OH:19])[CH2:10][NH:11][O:12][CH:13]1[CH2:14][CH2:15][CH2:16][CH2:17][CH2:18]1. The yield is 0.970. (7) The reactants are [CH3:1][O:2][C:3]1[CH:8]=[CH:7][C:6]([SH:9])=[CH:5][CH:4]=1.[C:10]([O:13][CH2:14][CH2:15]Br)(=[O:12])[CH3:11].C([O-])([O-])=O.[K+].[K+]. The catalyst is CC(C)=O. The product is [C:10]([O:13][CH2:14][CH2:15][S:9][C:6]1[CH:7]=[CH:8][C:3]([O:2][CH3:1])=[CH:4][CH:5]=1)(=[O:12])[CH3:11]. The yield is 0.833. (8) The reactants are [CH3:1][N:2]([CH3:17])[C:3]1[CH:12]=[CH:11][C:10]([N+:13]([O-])=O)=[C:9]2[C:4]=1[CH:5]=[CH:6][C:7]([CH3:16])=[N:8]2.S(S([O-])=O)([O-])=O.[Na+].[Na+].[OH-].[Na+]. The catalyst is C(O)C. The product is [CH3:16][C:7]1[CH:6]=[CH:5][C:4]2[C:9](=[C:10]([NH2:13])[CH:11]=[CH:12][C:3]=2[N:2]([CH3:17])[CH3:1])[N:8]=1. The yield is 0.940.